This data is from Reaction yield outcomes from USPTO patents with 853,638 reactions. The task is: Predict the reaction yield, written as a fraction of the theoretical maximum amount of product (1.0 means a 100% yield; for example, 0.34 means a 34% yield). (1) The reactants are Cl[C:2]1[CH:3]=[CH:4][C:5]2[C:6]([N:17]=1)=[N:7][C:8]([N:11]1[CH2:16][CH2:15][O:14][CH2:13][CH2:12]1)=[CH:9][N:10]=2.[NH2:18][C:19]1[O:20][C:21]2[CH:27]=[CH:26][C:25](B(O)O)=[CH:24][C:22]=2[N:23]=1.C([O-])([O-])=O.[Na+].[Na+]. The catalyst is O1CCOCC1.O.C1C=CC([P]([Pd]([P](C2C=CC=CC=2)(C2C=CC=CC=2)C2C=CC=CC=2)([P](C2C=CC=CC=2)(C2C=CC=CC=2)C2C=CC=CC=2)[P](C2C=CC=CC=2)(C2C=CC=CC=2)C2C=CC=CC=2)(C2C=CC=CC=2)C2C=CC=CC=2)=CC=1. The product is [O:14]1[CH2:15][CH2:16][N:11]([C:8]2[N:7]=[C:6]3[N:17]=[C:2]([C:25]4[CH:26]=[CH:27][C:21]5[O:20][C:19]([NH2:18])=[N:23][C:22]=5[CH:24]=4)[CH:3]=[CH:4][C:5]3=[N:10][CH:9]=2)[CH2:12][CH2:13]1. The yield is 0.720. (2) The reactants are [NH2:1][C:2]1[C:3]([C:9]([NH:11][C:12]2[C:17]([N:18]3[CH2:23][CH2:22][C:21]([NH:25][C:26](=[O:32])[O:27][C:28]([CH3:31])([CH3:30])[CH3:29])([CH3:24])[CH2:20][CH2:19]3)=[CH:16][CH:15]=[CH:14][N:13]=2)=[O:10])=[N:4][C:5](Br)=[CH:6][N:7]=1.[B:33]1([B:33]2[O:37][C:36]([CH3:39])([CH3:38])[C:35]([CH3:41])([CH3:40])[O:34]2)[O:37][C:36]([CH3:39])([CH3:38])[C:35]([CH3:41])([CH3:40])[O:34]1.C([O-])(=O)C.[K+]. The catalyst is O1CCOCC1.C1(P(C2C=CC=CC=2)[C-]2C=CC=C2)C=CC=CC=1.[C-]1(P(C2C=CC=CC=2)C2C=CC=CC=2)C=CC=C1.[Fe+2].Cl[Pd]Cl. The product is [NH2:1][C:2]1[C:3]([C:9]([NH:11][C:12]2[C:17]([N:18]3[CH2:23][CH2:22][C:21]([NH:25][C:26](=[O:32])[O:27][C:28]([CH3:31])([CH3:30])[CH3:29])([CH3:24])[CH2:20][CH2:19]3)=[CH:16][CH:15]=[CH:14][N:13]=2)=[O:10])=[N:4][C:5]([B:33]2[O:37][C:36]([CH3:39])([CH3:38])[C:35]([CH3:41])([CH3:40])[O:34]2)=[CH:6][N:7]=1. The yield is 0.460. (3) The reactants are [F:1][C:2]1[CH:7]=[CH:6][C:5]([CH2:8][C:9]2[CH:18]=[C:17]3[C:12]([C:13]([OH:32])=[C:14]([C:28](OC)=[O:29])[C:15](=[O:27])[N:16]3[C:19]3[CH:24]=[CH:23][C:22]([O:25][CH3:26])=[CH:21][CH:20]=3)=[N:11][CH:10]=2)=[CH:4][CH:3]=1.[NH2:33][CH2:34][CH2:35][OH:36]. No catalyst specified. The product is [F:1][C:2]1[CH:3]=[CH:4][C:5]([CH2:8][C:9]2[CH:18]=[C:17]3[C:12]([C:13]([OH:32])=[C:14]([C:28]([NH:33][CH2:34][CH2:35][OH:36])=[O:29])[C:15](=[O:27])[N:16]3[C:19]3[CH:20]=[CH:21][C:22]([O:25][CH3:26])=[CH:23][CH:24]=3)=[N:11][CH:10]=2)=[CH:6][CH:7]=1. The yield is 0.890. (4) The reactants are [C:14]1(P([C:14]2[CH:19]=[CH:18][CH:17]=[CH:16][CH:15]=2)[C:14]2[CH:19]=[CH:18][CH:17]=[CH:16][CH:15]=2)[CH:19]=[CH:18][CH:17]=[CH:16][CH:15]=1.CCCBr.CC(C)([O-])C.[K+].[Cl:30][CH2:31][CH2:32][CH2:33][CH2:34][CH2:35][CH2:36][CH2:37][CH2:38][CH2:39][CH2:40]C#CC=O. The catalyst is O1CCCC1.CN(C)C(=O)C. The product is [CH2:31]([Cl:30])[CH2:32][CH2:33][CH2:34][CH2:35][CH2:36][CH2:37][CH2:38][CH2:39][CH2:40][C:15]#[C:16]/[CH:17]=[CH:18]\[CH2:19][CH3:14]. The yield is 0.826. (5) The reactants are C(OC(=O)[N:7]([C:16]1[S:17][C@:18]2([S:32]([CH3:35])(=[O:34])=[O:33])[C@H:20]([C@:21]([C:24]3[CH:29]=[CH:28][CH:27]=[C:26]([F:30])[C:25]=3[F:31])([CH3:23])[N:22]=1)[CH2:19]2)COCC[Si](C)(C)C)(C)(C)C.FC1C(F)=CC([N+:45]([O-:47])=[O:46])=CC=1[C@]1(C)[C@H]2[C@H](C2)SC(N)=N1. No catalyst specified. The product is [F:31][C:25]1[C:26]([F:30])=[CH:27][C:28]([N+:45]([O-:47])=[O:46])=[CH:29][C:24]=1[C@:21]1([CH3:23])[C@H:20]2[C@:18]([S:32]([CH3:35])(=[O:34])=[O:33])([CH2:19]2)[S:17][C:16]([NH2:7])=[N:22]1. The yield is 0.890. (6) The reactants are Cl[C:2]1[CH:10]=[CH:9][C:5]([C:6]([NH2:8])=[O:7])=[CH:4][N:3]=1.[CH2:11]([NH:18][CH2:19][CH2:20][C:21]1[CH:26]=[CH:25][C:24]([OH:27])=[CH:23][CH:22]=1)[C:12]1[CH:17]=[CH:16][CH:15]=[CH:14][CH:13]=1.C(=O)([O-])[O-].[K+].[K+].CC(N(C)C)=O. The catalyst is C(CC(C)(C)C)(C)C. The product is [CH2:11]([NH:18][CH2:19][CH2:20][C:21]1[CH:26]=[CH:25][C:24]([O:27][C:2]2[CH:10]=[CH:9][C:5]([C:6]([NH2:8])=[O:7])=[CH:4][N:3]=2)=[CH:23][CH:22]=1)[C:12]1[CH:13]=[CH:14][CH:15]=[CH:16][CH:17]=1. The yield is 0.830. (7) The reactants are [Br:1][C:2]1[CH:7]=[CH:6][C:5]([CH:8]([OH:12])[C:9](O)=[O:10])=[CH:4][CH:3]=1.[C:13]1([NH2:20])[CH:18]=[CH:17][C:16]([NH2:19])=[CH:15][CH:14]=1.[OH2:21]. The catalyst is ClC1C=CC=CC=1. The product is [Br:1][C:2]1[CH:7]=[CH:6][C:5]([CH:8]([OH:12])[C:9]([NH:19][C:16]2[CH:17]=[CH:18][C:13]([NH:20][C:9](=[O:10])[CH:8]([C:5]3[CH:6]=[CH:7][C:2]([Br:1])=[CH:3][CH:4]=3)[OH:12])=[CH:14][CH:15]=2)=[O:21])=[CH:4][CH:3]=1. The yield is 0.950.